This data is from Full USPTO retrosynthesis dataset with 1.9M reactions from patents (1976-2016). The task is: Predict the reactants needed to synthesize the given product. (1) Given the product [C:6]([C:7]1[CH:8]=[CH:9][C:10]2[N:14]=[CH:13][N:12]([CH2:15][C:16]3[CH:32]=[CH:31][C:19]4[N:20]=[C:21]([NH:23][C@@H:24]5[CH2:29][CH2:28][CH2:27][CH2:26][C@H:25]5[OH:30])[S:22][C:18]=4[CH:17]=3)[C:11]=2[CH:33]=1)#[CH:5], predict the reactants needed to synthesize it. The reactants are: C[Si]([C:5]#[C:6][C:7]1[CH:8]=[CH:9][C:10]2[N:14]=[CH:13][N:12]([CH2:15][C:16]3[CH:32]=[CH:31][C:19]4[N:20]=[C:21]([NH:23][C@@H:24]5[CH2:29][CH2:28][CH2:27][CH2:26][C@H:25]5[OH:30])[S:22][C:18]=4[CH:17]=3)[C:11]=2[CH:33]=1)(C)C.C[Si](C#CC1C=CC2N(CC3C=CC4N=C(N[C@@H]5CCCC[C@H]5O)SC=4C=3)C=NC=2C=1)(C)C. (2) Given the product [N+:1]([C:4]1[CH:5]=[C:6]2[CH:12]=[CH:11][N:10]([CH2:20][C:21]([O:23][C:24]3[CH:29]=[CH:28][CH:27]=[CH:26][CH:25]=3)=[O:22])[C:7]2=[N:8][CH:9]=1)([O-:3])=[O:2], predict the reactants needed to synthesize it. The reactants are: [N+:1]([C:4]1[CH:5]=[C:6]2[CH:12]=[CH:11][NH:10][C:7]2=[N:8][CH:9]=1)([O-:3])=[O:2].C(=O)([O-])[O-].[K+].[K+].Br[CH2:20][C:21]([O:23][C:24]1[CH:29]=[CH:28][CH:27]=[CH:26][CH:25]=1)=[O:22]. (3) Given the product [C:1]([C@H:5]1[CH2:6][CH2:7][C@H:8]([O:11][C:12]2[C:13]([C:33]([F:36])([F:34])[F:35])=[C:14]3[C:19](=[CH:20][CH:21]=2)[CH:18]=[C:17]([C:22]2([NH2:26])[CH2:23][O:24][CH2:25]2)[CH:16]=[CH:15]3)[CH2:9][CH2:10]1)([CH3:4])([CH3:2])[CH3:3], predict the reactants needed to synthesize it. The reactants are: [C:1]([C@H:5]1[CH2:10][CH2:9][C@H:8]([O:11][C:12]2[C:13]([C:33]([F:36])([F:35])[F:34])=[C:14]3[C:19](=[CH:20][CH:21]=2)[CH:18]=[C:17]([C:22]2([NH:26]S(C(C)(C)C)=O)[CH2:25][O:24][CH2:23]2)[CH:16]=[CH:15]3)[CH2:7][CH2:6]1)([CH3:4])([CH3:3])[CH3:2].C(Cl)Cl.Cl.CCOCC.